This data is from Reaction yield outcomes from USPTO patents with 853,638 reactions. The task is: Predict the reaction yield, written as a fraction of the theoretical maximum amount of product (1.0 means a 100% yield; for example, 0.34 means a 34% yield). (1) The reactants are O.Cl.[NH:3]1[CH2:8][CH2:7][C:6](=[O:9])[CH2:5][CH2:4]1.BrC.C(=O)([O-])[O-].[Na+].[Na+].[C:18](#N)[CH3:19]. No catalyst specified. The product is [CH2:18]([N:3]1[CH2:8][CH2:7][C:6](=[O:9])[CH2:5][CH2:4]1)[CH3:19]. The yield is 0.620. (2) The reactants are [Cl:1][C:2]1[CH:25]=[C:24]([C:26]([F:29])([F:28])[F:27])[CH:23]=[CH:22][C:3]=1[CH2:4][N:5]1[C:9](/[CH:10]=[CH:11]/[C:12]([O:14][CH2:15][CH3:16])=[O:13])=[CH:8][C:7]([O:17][CH2:18][CH:19]2[CH2:21][CH2:20]2)=[N:6]1. The catalyst is [C].[Pd].O1CCCC1. The product is [Cl:1][C:2]1[CH:25]=[C:24]([C:26]([F:29])([F:27])[F:28])[CH:23]=[CH:22][C:3]=1[CH2:4][N:5]1[C:9]([CH2:10][CH2:11][C:12]([O:14][CH2:15][CH3:16])=[O:13])=[CH:8][C:7]([O:17][CH2:18][CH:19]2[CH2:21][CH2:20]2)=[N:6]1. The yield is 0.940.